This data is from NCI-60 drug combinations with 297,098 pairs across 59 cell lines. The task is: Regression. Given two drug SMILES strings and cell line genomic features, predict the synergy score measuring deviation from expected non-interaction effect. (1) Synergy scores: CSS=17.5, Synergy_ZIP=-1.01, Synergy_Bliss=-1.48, Synergy_Loewe=-14.8, Synergy_HSA=0.640. Drug 2: CC1=C(C(=O)C2=C(C1=O)N3CC4C(C3(C2COC(=O)N)OC)N4)N. Cell line: BT-549. Drug 1: CN(C(=O)NC(C=O)C(C(C(CO)O)O)O)N=O. (2) Drug 1: C1=NNC2=C1C(=O)NC=N2. Drug 2: C1CC(=O)NC(=O)C1N2C(=O)C3=CC=CC=C3C2=O. Cell line: SW-620. Synergy scores: CSS=3.47, Synergy_ZIP=-1.43, Synergy_Bliss=-1.80, Synergy_Loewe=-0.150, Synergy_HSA=-1.42. (3) Drug 1: CCC1(CC2CC(C3=C(CCN(C2)C1)C4=CC=CC=C4N3)(C5=C(C=C6C(=C5)C78CCN9C7C(C=CC9)(C(C(C8N6C=O)(C(=O)OC)O)OC(=O)C)CC)OC)C(=O)OC)O.OS(=O)(=O)O. Drug 2: COCCOC1=C(C=C2C(=C1)C(=NC=N2)NC3=CC=CC(=C3)C#C)OCCOC.Cl. Cell line: SK-OV-3. Synergy scores: CSS=4.46, Synergy_ZIP=-6.19, Synergy_Bliss=-8.19, Synergy_Loewe=-8.47, Synergy_HSA=-7.84. (4) Drug 1: CC1=C2C(C(=O)C3(C(CC4C(C3C(C(C2(C)C)(CC1OC(=O)C(C(C5=CC=CC=C5)NC(=O)OC(C)(C)C)O)O)OC(=O)C6=CC=CC=C6)(CO4)OC(=O)C)O)C)O. Drug 2: CS(=O)(=O)OCCCCOS(=O)(=O)C. Cell line: A549. Synergy scores: CSS=12.4, Synergy_ZIP=-4.32, Synergy_Bliss=-0.625, Synergy_Loewe=0.347, Synergy_HSA=-1.19. (5) Drug 1: C1C(C(OC1N2C=C(C(=O)NC2=O)F)CO)O. Drug 2: COC1=NC(=NC2=C1N=CN2C3C(C(C(O3)CO)O)O)N. Synergy scores: CSS=-2.30, Synergy_ZIP=1.98, Synergy_Bliss=4.05, Synergy_Loewe=-1.53, Synergy_HSA=-1.45. Cell line: SR. (6) Synergy scores: CSS=-6.84, Synergy_ZIP=3.85, Synergy_Bliss=0.189, Synergy_Loewe=-7.37, Synergy_HSA=-5.98. Drug 2: C(CCl)NC(=O)N(CCCl)N=O. Cell line: NCI-H322M. Drug 1: CNC(=O)C1=CC=CC=C1SC2=CC3=C(C=C2)C(=NN3)C=CC4=CC=CC=N4.